This data is from Catalyst prediction with 721,799 reactions and 888 catalyst types from USPTO. The task is: Predict which catalyst facilitates the given reaction. (1) Reactant: [C:1]([O:5][C:6](=[O:21])[NH:7][CH2:8][C:9]#[C:10][C:11]1[CH:12]=[N:13][C:14]([CH3:20])=[C:15]([N+:17]([O-])=O)[CH:16]=1)([CH3:4])([CH3:3])[CH3:2]. Product: [C:1]([O:5][C:6](=[O:21])[NH:7][CH2:8][CH2:9][CH2:10][C:11]1[CH:12]=[N:13][C:14]([CH3:20])=[C:15]([NH2:17])[CH:16]=1)([CH3:3])([CH3:4])[CH3:2]. The catalyst class is: 105. (2) Reactant: [Cl:1][CH2:2][C:3]([N:5]1[C@@H:13]([C:14]#[C:15][Si](C)(C)C)[CH2:12][CH2:11][C@H:6]1[C:7]([O:9]C)=[O:8])=[O:4].O[Li].O. Product: [Cl:1][CH2:2][C:3]([N:5]1[C@@H:13]([C:14]#[CH:15])[CH2:12][CH2:11][C@H:6]1[C:7]([OH:9])=[O:8])=[O:4]. The catalyst class is: 24. (3) The catalyst class is: 5. Product: [NH2:1][C:2]1[C:3]([CH3:32])=[C:4]([CH3:31])[C:5]([O:6][CH2:7][C:8]([N:10]([CH:12]2[CH2:17][CH2:16][N:15]([CH2:18][CH:19]([OH:20])[C:21]3[CH:26]=[CH:25][CH:24]=[CH:23][CH:22]=3)[CH2:14][CH2:13]2)[CH3:11])=[O:9])=[C:27]([CH3:30])[C:28]=1[CH3:29]. Reactant: [NH2:1][C:2]1[C:28]([CH3:29])=[C:27]([CH3:30])[C:5]([O:6][CH2:7][C:8]([N:10]([CH:12]2[CH2:17][CH2:16][N:15]([CH2:18][C:19]([C:21]3[CH:26]=[CH:25][CH:24]=[CH:23][CH:22]=3)=[O:20])[CH2:14][CH2:13]2)[CH3:11])=[O:9])=[C:4]([CH3:31])[C:3]=1[CH3:32].[BH4-].[Na+]. (4) Reactant: C=O.[CH3:3][C:4]1([CH3:24])[C:8]([CH3:10])([CH3:9])[O:7][B:6]([C:11]2[CH:16]=[CH:15][C:14]([NH:17][CH:18]3[CH2:23][CH2:22][O:21][CH2:20][CH2:19]3)=[CH:13][CH:12]=2)[O:5]1.[BH-](OC(C)=O)(OC(C)=O)O[C:27](C)=O.[Na+]. Product: [CH3:27][N:17]([C:14]1[CH:13]=[CH:12][C:11]([B:6]2[O:5][C:4]([CH3:24])([CH3:3])[C:8]([CH3:9])([CH3:10])[O:7]2)=[CH:16][CH:15]=1)[CH:18]1[CH2:23][CH2:22][O:21][CH2:20][CH2:19]1. The catalyst class is: 525. (5) Reactant: [C:1]([N:9]1[CH2:22][CH2:21][C:20]2[C:19]3[CH:18]=[C:17]([S:23]([C:26]4[CH:31]=[CH:30][CH:29]=[CH:28][CH:27]=4)(=[O:25])=[O:24])[CH:16]=[CH:15][C:14]=3[NH:13][C:12]=2CC1)(=O)C1C=CC=CC=1.[OH-].[K+].[ClH:34].[CH2:35](O)[CH2:36]O. Product: [ClH:34].[CH3:12][N:13]1[C:14]2[CH:15]=[CH:16][C:17]([S:23]([C:26]3[CH:27]=[CH:28][CH:29]=[CH:30][CH:31]=3)(=[O:24])=[O:25])=[CH:18][C:19]=2[C:20]2[CH2:21][CH2:22][NH:9][CH2:1][CH2:35][C:36]1=2. The catalyst class is: 61. (6) Reactant: C1C2C(COC([NH:18][CH:19]([CH3:36])[CH2:20][C:21]3[C:29]4[C:24](=[CH:25][CH:26]=[C:27]([O:30][C:31](=[O:35])[CH:32]([CH3:34])[CH3:33])[CH:28]=4)[NH:23][N:22]=3)=O)C3C(=CC=CC=3)C=2C=CC=1.N1CCCCC1.C(=O)(O)[O-].[Na+]. Product: [NH2:18][CH:19]([CH3:36])[CH2:20][C:21]1[C:29]2[C:24](=[CH:25][CH:26]=[C:27]([O:30][C:31](=[O:35])[CH:32]([CH3:33])[CH3:34])[CH:28]=2)[NH:23][N:22]=1. The catalyst class is: 9.